This data is from Catalyst prediction with 721,799 reactions and 888 catalyst types from USPTO. The task is: Predict which catalyst facilitates the given reaction. Reactant: [CH2:1]([Mg]Br)[CH:2]([CH3:4])[CH3:3].[CH2:7]([O:14][C:15]1[CH:20]=[CH:19][C:18]([C:21]2[O:25][C:24]([C:26](N(OC)C)=[O:27])=[N:23][C:22]=2[C:32]2[CH:33]=[N:34][C:35]([O:38][CH3:39])=[CH:36][CH:37]=2)=[CH:17][CH:16]=1)C1C=CC=CC=1. Product: [CH2:7]([O:14][C:15]1[CH:20]=[CH:19][C:18]([C:21]2[O:25][C:24]([C:26](=[O:27])[CH2:1][CH:2]([CH3:4])[CH3:3])=[N:23][C:22]=2[C:32]2[CH:33]=[N:34][C:35]([O:38][CH3:39])=[CH:36][CH:37]=2)=[CH:17][CH:16]=1)[C:15]1[CH:20]=[CH:19][CH:18]=[CH:17][CH:16]=1. The catalyst class is: 7.